Dataset: Catalyst prediction with 721,799 reactions and 888 catalyst types from USPTO. Task: Predict which catalyst facilitates the given reaction. (1) Reactant: [CH3:1][N:2]1[CH2:7][CH2:6][CH2:5][CH:4]([NH:8]C(=O)OC(C)(C)C)[C:3]1=[O:16].[ClH:17].C(OCC)(=O)C. Product: [ClH:17].[NH2:8][CH:4]1[CH2:5][CH2:6][CH2:7][N:2]([CH3:1])[C:3]1=[O:16]. The catalyst class is: 13. (2) Reactant: [C:1]([NH:8][C@@H:9]([C:17]([OH:19])=O)[CH2:10][C:11]1[CH:16]=[CH:15][N:14]=[CH:13][CH:12]=1)([O:3][C:4]([CH3:7])([CH3:6])[CH3:5])=[O:2].[CH3:20][N:21]1[CH2:26][CH2:25][CH:24]([N:27]2[CH2:32][CH2:31][NH:30][CH2:29][CH2:28]2)[CH2:23][CH2:22]1.C1C=CC2N(O)N=NC=2C=1.C(N(CC)C(C)C)(C)C.Cl.CN(C)CCCN=C=NCC. Product: [C:1]([NH:8][C@@H:9]([C:17]([N:30]1[CH2:29][CH2:28][N:27]([CH:24]2[CH2:25][CH2:26][N:21]([CH3:20])[CH2:22][CH2:23]2)[CH2:32][CH2:31]1)=[O:19])[CH2:10][C:11]1[CH:12]=[CH:13][N:14]=[CH:15][CH:16]=1)([O:3][C:4]([CH3:5])([CH3:6])[CH3:7])=[O:2]. The catalyst class is: 35.